This data is from Catalyst prediction with 721,799 reactions and 888 catalyst types from USPTO. The task is: Predict which catalyst facilitates the given reaction. (1) Reactant: [Cl:1][C:2]1[N:7]=[C:6]([Cl:8])[C:5]([F:9])=[C:4](Cl)[N:3]=1.[CH3:11][C:12]1[NH:16][N:15]=[C:14]([NH2:17])[CH:13]=1. Product: [Cl:1][C:2]1[N:3]=[C:4]([NH:17][C:14]2[CH:13]=[C:12]([CH3:11])[NH:16][N:15]=2)[C:5]([F:9])=[C:6]([Cl:8])[N:7]=1. The catalyst class is: 8. (2) Reactant: C(OC(=O)[NH:7][C:8]1[CH:13]=[C:12]([N:14]([CH3:18])[CH2:15][CH2:16][CH3:17])[C:11]([C:19]([F:22])([F:21])[F:20])=[CH:10][C:9]=1[NH:23][C:24](=[O:40])[CH2:25][C:26]([C:28]1[CH:33]=[CH:32][CH:31]=[C:30]([C:34]2[O:38][N:37]=[C:36]([CH3:39])[CH:35]=2)[CH:29]=1)=O)(C)(C)C.C(O)(C(F)(F)F)=O. Product: [CH3:39][C:36]1[CH:35]=[C:34]([C:30]2[CH:29]=[C:28]([C:26]3[CH2:25][C:24](=[O:40])[NH:23][C:9]4[CH:10]=[C:11]([C:19]([F:20])([F:21])[F:22])[C:12]([N:14]([CH3:18])[CH2:15][CH2:16][CH3:17])=[CH:13][C:8]=4[N:7]=3)[CH:33]=[CH:32][CH:31]=2)[O:38][N:37]=1. The catalyst class is: 2. (3) Reactant: [C:1]1([CH:9]=[CH:10][C:11]2[CH:17]=[CH:16][C:14]([OH:15])=[CH:13][CH:12]=2)[CH:8]=[C:6]([OH:7])[CH:5]=[C:3]([OH:4])[CH:2]=1.O=[C:19]1[O:25][C@H:24]([C@H:26]([CH2:28][OH:29])[OH:27])[C:22]([OH:23])=[C:20]1[OH:21]. Product: [CH:12]1[C:11](/[CH:10]=[CH:9]/[C:1]2[CH:8]=[C:6]([O:7][C@@H:19]3[O:25][C@H:24]([CH2:22][OH:23])[C@@H:26]([OH:27])[C@H:28]([OH:29])[C@H:20]3[OH:21])[CH:5]=[C:3]([OH:4])[CH:2]=2)=[CH:17][CH:16]=[C:14]([OH:15])[CH:13]=1.[C:1]1([CH:9]=[CH:10][C:11]2[CH:17]=[CH:16][C:14]([OH:15])=[CH:13][CH:12]=2)[CH:8]=[C:6]([OH:7])[CH:5]=[C:3]([OH:4])[CH:2]=1. The catalyst class is: 8.